The task is: Predict the product of the given reaction.. This data is from Forward reaction prediction with 1.9M reactions from USPTO patents (1976-2016). Given the reactants [CH3:1][O:2][C:3]([C:5](=[CH:26][CH:27]=[CH:28][C:29]1[CH:34]=[CH:33][C:32]([Cl:35])=[CH:31][CH:30]=1)[N:6]=P(C1C=CC=CC=1)(C1C=CC=CC=1)C1C=CC=CC=1)=[O:4].[Cl:36][C:37]1[CH:44]=[C:43]([Cl:45])[CH:42]=[CH:41][C:38]=1[CH:39]=O.N1C=CC=CC=1.N1C=CC=CC1, predict the reaction product. The product is: [Cl:36][C:37]1[CH:44]=[C:43]([Cl:45])[CH:42]=[CH:41][C:38]=1[C:39]1[N:6]=[C:5]([C:3]([O:2][CH3:1])=[O:4])[CH:26]=[CH:27][C:28]=1[C:29]1[CH:30]=[CH:31][C:32]([Cl:35])=[CH:33][CH:34]=1.